Dataset: Full USPTO retrosynthesis dataset with 1.9M reactions from patents (1976-2016). Task: Predict the reactants needed to synthesize the given product. (1) Given the product [OH:30][CH:28]1[CH2:29][N:26]([C:40](=[O:41])[C@:39]([NH:38][C:36](=[O:37])[O:35][C:31]([CH3:34])([CH3:33])[CH3:32])([CH3:46])[CH:43]([CH3:44])[CH3:45])[CH2:27]1, predict the reactants needed to synthesize it. The reactants are: CN(C(ON1N=NC2C=CC=NC1=2)=[N+](C)C)C.F[P-](F)(F)(F)(F)F.Cl.[NH:26]1[CH2:29][CH:28]([OH:30])[CH2:27]1.[C:31]([O:35][C:36]([NH:38][C@@:39]([CH3:46])([CH:43]([CH3:45])[CH3:44])[C:40](O)=[O:41])=[O:37])([CH3:34])([CH3:33])[CH3:32].CCN(C(C)C)C(C)C. (2) Given the product [C:72]([O:71][C:69]([N:52]([C:53]1[C:58]([Cl:59])=[N:57][CH:56]=[C:55]([C:2]2[N:3]=[C:4]([N:11]([C:12]([O:13][C:14]([CH3:15])([CH3:17])[CH3:16])=[O:18])[C:19]3[CH:24]=[CH:23][C:22]([N:25]4[CH2:30][CH2:29][N:28]([CH:31]5[CH2:32][O:33][CH2:34]5)[CH2:27][CH2:26]4)=[C:21]([O:35][CH2:36][CH2:37][O:38][CH:39]4[CH2:44][CH2:43][CH2:42][CH2:41][O:40]4)[CH:20]=3)[C:5]3[N:6]([CH:8]=[CH:9][N:10]=3)[CH:7]=2)[N:54]=1)[C:76](=[O:77])[O:78][C:79]([CH3:82])([CH3:81])[CH3:80])=[O:70])([CH3:74])([CH3:75])[CH3:73], predict the reactants needed to synthesize it. The reactants are: Br[C:2]1[N:3]=[C:4]([N:11]([C:19]2[CH:24]=[CH:23][C:22]([N:25]3[CH2:30][CH2:29][N:28]([CH:31]4[CH2:34][O:33][CH2:32]4)[CH2:27][CH2:26]3)=[C:21]([O:35][CH2:36][CH2:37][O:38][CH:39]3[CH2:44][CH2:43][CH2:42][CH2:41][O:40]3)[CH:20]=2)[C:12](=[O:18])[O:13][C:14]([CH3:17])([CH3:16])[CH3:15])[C:5]2[N:6]([CH:8]=[CH:9][N:10]=2)[CH:7]=1.C([N:52]([C:69]([O:71][C:72]([CH3:75])([CH3:74])[CH3:73])=[O:70])[C:53]1[C:58]([Cl:59])=[N:57][CH:56]=[C:55](B2OC(C)(C)C(C)(C)O2)[N:54]=1)(OC(C)(C)C)=O.[C:76](N([C:76]([O:78][C:79]([CH3:82])([CH3:81])[CH3:80])=[O:77])C1C=NC=C(B2OC(C)(C)C(C)(C)O2)N=1)([O:78][C:79]([CH3:82])([CH3:81])[CH3:80])=[O:77]. (3) Given the product [C:8]([C:5]1[CH:4]=[C:3]2[C:2](=[CH:7][CH:6]=1)[NH:1][C:27]([Si:28]([CH2:33][CH3:34])([CH2:31][CH3:32])[CH2:29][CH3:30])=[C:26]2[CH2:25][CH2:24][NH:23][C:21](=[O:22])[C:20]1[CH:19]=[CH:18][C:17]([CH2:16][C:15]2[CH:37]=[CH:38][CH:39]=[C:13]([F:12])[CH:14]=2)=[CH:36][CH:35]=1)(=[O:10])[CH3:9], predict the reactants needed to synthesize it. The reactants are: [NH2:1][C:2]1[CH:7]=[CH:6][C:5]([C:8](=[O:10])[CH3:9])=[CH:4][C:3]=1I.[F:12][C:13]1[CH:14]=[C:15]([CH:37]=[CH:38][CH:39]=1)[CH2:16][C:17]1[CH:36]=[CH:35][C:20]([C:21]([NH:23][CH2:24][CH2:25][C:26]#[C:27][Si:28]([CH2:33][CH3:34])([CH2:31][CH3:32])[CH2:29][CH3:30])=[O:22])=[CH:19][CH:18]=1.[Cl-].[Li+].C(=O)([O-])[O-].[Na+].[Na+]. (4) Given the product [C:9]([CH2:8][C:5]1[CH:6]=[CH:7][C:2]([NH:1][C:12]2[CH:20]=[CH:19][C:15]([C:16]([NH2:18])=[O:17])=[CH:14][N:13]=2)=[CH:3][CH:4]=1)#[N:10], predict the reactants needed to synthesize it. The reactants are: [NH2:1][C:2]1[CH:7]=[CH:6][C:5]([CH2:8][C:9]#[N:10])=[CH:4][CH:3]=1.Cl[C:12]1[CH:20]=[CH:19][C:15]([C:16]([NH2:18])=[O:17])=[CH:14][N:13]=1. (5) Given the product [Cl:1][C:2]1[CH:3]=[CH:4][C:5]([CH:8]2[CH2:13][CH2:12][CH2:11][CH:10]([CH2:14][NH:16][CH2:17][CH2:18][OH:19])[CH2:9]2)=[CH:6][CH:7]=1, predict the reactants needed to synthesize it. The reactants are: [Cl:1][C:2]1[CH:7]=[CH:6][C:5]([CH:8]2[CH2:13][CH2:12][CH2:11][CH:10]([CH:14]=O)[CH2:9]2)=[CH:4][CH:3]=1.[NH2:16][CH2:17][CH2:18][OH:19].C(O)(=O)C.[BH4-].[Na+]. (6) Given the product [OH:7][C:8]1[CH:9]=[C:10]([C:14]23[CH2:19][CH2:18][C:17]([CH2:22][CH2:23][O:24][CH2:25][C:26]([O:28][C:29]([CH3:32])([CH3:31])[CH3:30])=[O:27])([CH2:20][CH2:21]2)[CH2:16][O:15]3)[CH:11]=[CH:12][CH:13]=1, predict the reactants needed to synthesize it. The reactants are: O1CCCCC1[O:7][C:8]1[CH:9]=[C:10]([C:14]23[CH2:21][CH2:20][C:17]([CH2:22][CH2:23][O:24][CH2:25][C:26]([O:28][C:29]([CH3:32])([CH3:31])[CH3:30])=[O:27])([CH2:18][CH2:19]2)[CH2:16][O:15]3)[CH:11]=[CH:12][CH:13]=1.CC1C=CC(S([O-])(=O)=O)=CC=1.C1C=C[NH+]=CC=1. (7) Given the product [F:26][C:2]([F:1])([F:25])[S:3][CH2:4][CH2:5][CH2:6][CH2:7][CH2:8][CH2:9][O:10][C:11]1[CH:16]=[C:15]([S:17]([CH2:18][C:19]([F:20])([F:21])[F:22])=[O:35])[C:14]([Cl:23])=[CH:13][C:12]=1[Cl:24], predict the reactants needed to synthesize it. The reactants are: [F:1][C:2]([F:26])([F:25])[S:3][CH2:4][CH2:5][CH2:6][CH2:7][CH2:8][CH2:9][O:10][C:11]1[CH:16]=[C:15]([S:17][CH2:18][C:19]([F:22])([F:21])[F:20])[C:14]([Cl:23])=[CH:13][C:12]=1[Cl:24].ClC1C=CC=C(C(OO)=[O:35])C=1.C(OC(=O)C)C.CCCCCC. (8) Given the product [C:1]([O:5][C:6](=[O:33])/[CH:7]=[CH:8]/[C:9]1[C:14](=[O:15])[N:13]2[CH:16]=[CH:17][C:18]([C:20]([NH:22][C:23]3[S:24][CH:25]=[C:26]([C:28]([CH3:29])([CH3:31])[CH3:30])[N:27]=3)=[O:21])=[CH:19][C:12]2=[N:11][C:10]=1[N:67]1[CH2:68][CH2:69][CH:64]([CH2:63][C:62]([O:61][CH2:59][CH3:60])=[O:70])[CH2:65][CH2:66]1)([CH3:3])([CH3:2])[CH3:4], predict the reactants needed to synthesize it. The reactants are: [C:1]([O:5][C:6](=[O:33])/[CH:7]=[CH:8]/[C:9]1[C:14](=[O:15])[N:13]2[CH:16]=[CH:17][C:18]([C:20]([NH:22][C:23]3[S:24][CH:25]=[C:26]([C:28]([CH3:31])([CH3:30])[CH3:29])[N:27]=3)=[O:21])=[CH:19][C:12]2=[N:11][C:10]=1O)([CH3:4])([CH3:3])[CH3:2].C(N(C(C)C)CC)(C)C.C1(P(Cl)(C2C=CC=CC=2)=O)C=CC=CC=1.Cl.[CH2:59]([O:61][C:62](=[O:70])[CH2:63][CH:64]1[CH2:69][CH2:68][NH:67][CH2:66][CH2:65]1)[CH3:60]. (9) Given the product [Br:1][C:2]1[CH:3]=[C:4]([Br:10])[CH:5]=[C:6]([F:9])[C:7]=1[Cl:8], predict the reactants needed to synthesize it. The reactants are: [Br:1][C:2]1[C:7]([Cl:8])=[C:6]([F:9])[CH:5]=[C:4]([Br:10])[C:3]=1N.C(ON=O)CC(C)C.